The task is: Predict the reactants needed to synthesize the given product.. This data is from Full USPTO retrosynthesis dataset with 1.9M reactions from patents (1976-2016). (1) Given the product [CH2:16]([N:23]1[CH2:28][CH2:27][C:26]([C:2]2[CH:7]=[C:6]([Cl:8])[CH:5]=[CH:4][C:3]=2[O:9][CH3:10])([OH:29])[CH2:25][CH2:24]1)[C:17]1[CH:18]=[CH:19][CH:20]=[CH:21][CH:22]=1, predict the reactants needed to synthesize it. The reactants are: Br[C:2]1[CH:7]=[C:6]([Cl:8])[CH:5]=[CH:4][C:3]=1[O:9][CH3:10].[Li]CCCC.[CH2:16]([N:23]1[CH2:28][CH2:27][C:26](=[O:29])[CH2:25][CH2:24]1)[C:17]1[CH:22]=[CH:21][CH:20]=[CH:19][CH:18]=1. (2) Given the product [C:30]([O:34][C:35](=[O:41])[NH:36][CH2:37][CH2:38][CH2:39][N:20]1[CH2:21][CH2:22][CH:17]([CH2:16][NH:15][C:13]([C:7]2[C:6]3[C:10](=[CH:11][CH:12]=[C:4]([O:3][CH3:2])[CH:5]=3)[NH:9][N:8]=2)=[O:14])[CH2:18][CH2:19]1)([CH3:33])([CH3:32])[CH3:31], predict the reactants needed to synthesize it. The reactants are: Cl.[CH3:2][O:3][C:4]1[CH:5]=[C:6]2[C:10](=[CH:11][CH:12]=1)[NH:9][N:8]=[C:7]2[C:13]([NH:15][CH2:16][CH:17]1[CH2:22][CH2:21][NH:20][CH2:19][CH2:18]1)=[O:14].C(N(CC)CC)C.[C:30]([O:34][C:35](=[O:41])[NH:36][CH2:37][CH2:38][CH2:39]Br)([CH3:33])([CH3:32])[CH3:31]. (3) The reactants are: [Li+].CC([N-]C(C)C)C.[CH:9]1([N:12]2[CH:16]=[CH:15][C:14]([C:17]([O:19][CH3:20])=[O:18])=[CH:13]2)[CH2:11][CH2:10]1.[Cl:21][C:22]1[CH:29]=[CH:28][C:25]([CH:26]=[O:27])=[CH:24][CH:23]=1. Given the product [Cl:21][C:22]1[CH:29]=[CH:28][C:25]([CH:26]([OH:27])[C:13]2[N:12]([CH:9]3[CH2:10][CH2:11]3)[CH:16]=[CH:15][C:14]=2[C:17]([O:19][CH3:20])=[O:18])=[CH:24][CH:23]=1, predict the reactants needed to synthesize it. (4) Given the product [Br:1][C:2]1[CH:3]=[C:4]2[C:9](=[CH:10][CH:11]=1)[O:8][CH2:7][CH2:6][CH:5]2[C:12]([N:24]([CH2:23][C:20]1[CH:19]=[CH:18][C:17]([N:16]([CH3:34])[CH3:15])=[CH:22][CH:21]=1)[C:25]1[CH:26]=[CH:27][C:28]([CH:31]([CH3:33])[CH3:32])=[CH:29][CH:30]=1)=[O:14], predict the reactants needed to synthesize it. The reactants are: [Br:1][C:2]1[CH:3]=[C:4]2[C:9](=[CH:10][CH:11]=1)[O:8][CH2:7][CH2:6][CH:5]2[C:12]([OH:14])=O.[CH3:15][N:16]([CH3:34])[C:17]1[CH:22]=[CH:21][C:20]([CH2:23][NH:24][C:25]2[CH:30]=[CH:29][C:28]([CH:31]([CH3:33])[CH3:32])=[CH:27][CH:26]=2)=[CH:19][CH:18]=1. (5) Given the product [C:46]([C:43]1([NH:42][C:17]([C@@H:15]2[CH2:16][C:11]([F:10])([F:40])[CH2:12][CH2:13][C@H:14]2[C:20]2[C:24]([C:25]3[CH:26]=[CH:27][C:28]([S:31]([CH3:34])(=[O:32])=[O:33])=[CH:29][CH:30]=3)=[CH:23][N:22]([CH2:35][C:36]([F:39])([F:37])[F:38])[N:21]=2)=[O:18])[CH2:45][CH2:44]1)#[N:47], predict the reactants needed to synthesize it. The reactants are: C(N(C(C)C)CC)(C)C.[F:10][C:11]1([F:40])[CH2:16][C@@H:15]([C:17](O)=[O:18])[C@H:14]([C:20]2[C:24]([C:25]3[CH:30]=[CH:29][C:28]([S:31]([CH3:34])(=[O:33])=[O:32])=[CH:27][CH:26]=3)=[CH:23][N:22]([CH2:35][C:36]([F:39])([F:38])[F:37])[N:21]=2)[CH2:13][CH2:12]1.Cl.[NH2:42][C:43]1([C:46]#[N:47])[CH2:45][CH2:44]1.CN(C(ON1N=NC2C=CC=NC1=2)=[N+](C)C)C.F[P-](F)(F)(F)(F)F. (6) Given the product [N:1]1([CH:2]2[CH2:3][CH2:4][N:5]([C:8]3[CH:13]=[CH:12][C:11]([N:14]4[CH2:18][C@H:17]([CH2:19][NH:20][C:21](=[O:23])[CH3:22])[O:16][C:15]4=[O:24])=[CH:10][C:9]=3[F:25])[CH2:6][CH2:7]2)[CH:28]=[CH:32][CH:31]=[CH:30]1, predict the reactants needed to synthesize it. The reactants are: [NH2:1][CH:2]1[CH2:7][CH2:6][N:5]([C:8]2[CH:13]=[CH:12][C:11]([N:14]3[CH2:18][C@H:17]([CH2:19][NH:20][C:21](=[O:23])[CH3:22])[O:16][C:15]3=[O:24])=[CH:10][C:9]=2[F:25])[CH2:4][CH2:3]1.CO[CH:28]1[CH2:32][CH2:31][CH:30](OC)O1. (7) The reactants are: C([O:5][C:6](=[O:28])[CH2:7][N:8]1[C:12]2[CH:13]=[CH:14][CH:15]=[CH:16][C:11]=2[N:10]=[C:9]1[S:17][CH2:18][CH2:19][NH:20][C:21]([O:23][C:24]([CH3:27])([CH3:26])[CH3:25])=[O:22])(C)(C)C.C1COCC1.Cl. Given the product [C:24]([O:23][C:21]([NH:20][CH2:19][CH2:18][S:17][C:9]1[N:8]([CH2:7][C:6]([OH:28])=[O:5])[C:12]2[CH:13]=[CH:14][CH:15]=[CH:16][C:11]=2[N:10]=1)=[O:22])([CH3:27])([CH3:25])[CH3:26], predict the reactants needed to synthesize it.